From a dataset of Reaction yield outcomes from USPTO patents with 853,638 reactions. Predict the reaction yield, written as a fraction of the theoretical maximum amount of product (1.0 means a 100% yield; for example, 0.34 means a 34% yield). (1) The reactants are C(O)(C(F)(F)F)=O.C([SiH](C(C)C)C(C)C)(C)C.[N:18]([CH2:21][C@H:22]1[O:26][C:25](=[O:27])[N:24]([C:28]2[CH:33]=[CH:32][C:31]([S:34][C:35](C3C=CC=CC=3)(C3C=CC=CC=3)C3C=CC=CC=3)=[C:30]([F:54])[CH:29]=2)[CH2:23]1)=[N+:19]=[N-:20].C(N(CC)CC)C. The catalyst is C(Cl)Cl. The product is [N:18]([CH2:21][C@H:22]1[O:26][C:25](=[O:27])[N:24]([C:28]2[CH:33]=[CH:32][C:31]([S:34][CH3:35])=[C:30]([F:54])[CH:29]=2)[CH2:23]1)=[N+:19]=[N-:20]. The yield is 0.900. (2) The reactants are CCN(C(C)C)C(C)C.[F:10][C:11]1[CH:16]=[CH:15][C:14]([C:17]2[O:18][CH:19]=[C:20]([C:22]([CH3:26])([CH3:25])[CH2:23][NH2:24])[N:21]=2)=[CH:13][CH:12]=1.[C:27]([CH2:29][CH2:30][CH2:31][S:32](Cl)(=[O:34])=[O:33])#[N:28]. The catalyst is C(Cl)Cl. The product is [C:27]([CH2:29][CH2:30][CH2:31][S:32]([NH:24][CH2:23][C:22]([C:20]1[N:21]=[C:17]([C:14]2[CH:13]=[CH:12][C:11]([F:10])=[CH:16][CH:15]=2)[O:18][CH:19]=1)([CH3:26])[CH3:25])(=[O:34])=[O:33])#[N:28]. The yield is 0.310. (3) The product is [O:19]=[C:18]1[C:17]2[C:12](=[CH:13][CH:14]=[CH:15][CH:16]=2)[N:11]=[CH:10][N:9]1[C@@H:7]([CH3:8])[C:6]([OH:20])=[O:5]. The reactants are C([O:5][C:6](=[O:20])[C@@H:7]([N:9]1[C:18](=[O:19])[C:17]2[C:12](=[CH:13][CH:14]=[CH:15][CH:16]=2)[N:11]=[CH:10]1)[CH3:8])(C)(C)C. The yield is 0.940. The catalyst is C(O)(C(F)(F)F)=O. (4) The reactants are [CH3:1][C:2]1[CH:11]=[C:10]2[C:5]([CH2:6][CH2:7][C:8](=[O:12])[NH:9]2)=[CH:4][C:3]=1[C:13]([OH:15])=[O:14].S(=O)(=O)(O)O.[CH2:21](O)[CH3:22]. No catalyst specified. The product is [CH2:21]([O:14][C:13]([C:3]1[CH:4]=[C:5]2[C:10](=[CH:11][C:2]=1[CH3:1])[NH:9][C:8](=[O:12])[CH2:7][CH2:6]2)=[O:15])[CH3:22]. The yield is 0.700.